Predict the reactants needed to synthesize the given product. From a dataset of Full USPTO retrosynthesis dataset with 1.9M reactions from patents (1976-2016). Given the product [C:1]([N:22]1[CH2:23][CH2:24][N:19]([C:13]2[CH:18]=[CH:17][CH:16]=[CH:15][CH:14]=2)[CH2:20][CH2:21]1)(=[O:12])/[CH:2]=[CH:3]/[CH2:4][CH2:5][CH2:6][CH2:7][CH2:8][CH2:9][CH3:10], predict the reactants needed to synthesize it. The reactants are: [C:1]([OH:12])(=O)/[CH:2]=[CH:3]/[CH2:4][CH2:5][CH2:6][CH2:7][CH2:8][CH2:9][CH3:10].[C:13]1([N:19]2[CH2:24][CH2:23][NH:22][CH2:21][CH2:20]2)[CH:18]=[CH:17][CH:16]=[CH:15][CH:14]=1.